The task is: Binary Classification. Given a miRNA mature sequence and a target amino acid sequence, predict their likelihood of interaction.. This data is from Experimentally validated miRNA-target interactions with 360,000+ pairs, plus equal number of negative samples. (1) The miRNA is mmu-miR-374b-5p with sequence AUAUAAUACAACCUGCUAAGUG. The protein sequence of the target gene is MRVENVDNVSFALNGRADEWCMSVETRLDSLVREKSEVKAYVGGCPSVITDAGAYDALFDMRRRWSNNGGFPLRMLEESSSEVTSSSALGLPPAMVMSPESLASPEYRALELWSYDDGITYNTAQSLLGACNMQQQQLQPQQPHPAPPTLPTMPLPMPPTTPKSENESMSSGREELSPASSINGCSADADARRQKKGPAPRQQEELCLVCGDRASGYHYNALTCEGCKGFFRRSVTKNAVYICKFGHACEMDMYMRRKCQECRLKKCLAVGMRPECVIQEPSKNKDRQRQKKDKGILLPV.... Result: 0 (no interaction). (2) The miRNA is hsa-miR-3135b with sequence GGCUGGAGCGAGUGCAGUGGUG. The protein sequence of the target gene is MKVLLLKDAKEDDCGQDPYIRELGLYGLEATLIPVLSFEFLSLPSFSEKLSHPEDYGGLIFTSPRAVEAAELCLEQNNKTEVWERSLKEKWNAKSVYVVGNATASLVSKIGLDTEGETCGNAEKLAEYICSRESSALPLLFPCGNLKREILPKALKDKGIAMESITVYQTVAHPGIQGNLNSYYSQQGVPASITFFSPSGLTYSLKHIQELSGDNIDQIKFAAIGPTTARALAAQGLPVSCTAESPTPQALATGIRKALQPHGCC. Result: 1 (interaction). (3) The miRNA is mmu-miR-3968 with sequence CGAAUCCCACUCCAGACACCA. The protein sequence of the target gene is MGTTARAALVLTYLAVASAASEGGFTATGQRQLRPEHFQEVGYAAPPSPPLSRSLPMDHPDSSQHGPPFEGQSQVQPPPSQEATPLQQEKLLPAQLPAEKEVGPPLPQEAVPLQKELPSLQHPNEQKEGTPAPFGDQSHPEPESWNAAQHCQQDRSQGGWGHRLDGFPPGRPSPDNLNQICLPNRQHVVYGPWNLPQSSYSHLTRQGETLNFLEIGYSRCCHCRSHTNRLECAKLVWEEAMSRFCEAEFSVKTRPHWCCTRQGEARFSCFQEEAPQPHYQLRACPSHQPDISSGLELPFP.... Result: 0 (no interaction). (4) The miRNA is mmu-miR-5107-5p with sequence UGGGCAGAGGAGGCAGGGACA. The protein sequence of the target gene is MPGVIPSESNGLSRGSPSKKNRLSLKFFQKKETKRALDFTDSQENEEKTSEYRGSEIDQVVPAAQSSPVSCEKRENLLPFVGLNNLGNTCYLNSILQVLYFCPGFKTGVKHLFNIISRKKEALKDDSNQKDKGSCKEESLASYELICSLQSLIISVEQLQASFLLNPEKYTDELATQPRRLLNTLRELNPMYEGFLQHDAQEVLQCILGNIQETCQLLKKEEIKNLAELSGKVEEQSLQKEETGGITSTEIDSMRNTEDVKEQLPKGNWKRKSDSESSNVKKKVKLSRESQPLEENQRQT.... Result: 0 (no interaction). (5) The miRNA is mmu-miR-6927-3p with sequence CCUGAGCUGGCUCCCCUGCAG. The protein sequence of the target gene is MGHQESPLTRAAAGGAAYIKRLRKVLSWRELGDGHGNLEAEASPGSVAVITRAAPRRATRSARLPASRPTRLCRQARLGTDHPPARAPRGNRFARKRNSAGQITIQGPAPPHLGARRRDEARGARAAPLLLPPPPAAMETGKENGARRGTKSPERKRRSPVQRVLCEKLRPAAQAMDPAGAEVPGEAFLARRRPDGGGGDVPARPRYSLLAEIGRGSYGVVYEAVAGRSGARVAVKKIRCDAPENVELALAEFWALTSLKRRHQNIVQFEECVLQRNGLAQRMSHGNKNSQLYLRLVETS.... Result: 0 (no interaction). (6) The miRNA is mmu-miR-3071-5p with sequence ACUCAUUUGAGACGAUGAUGGA. The protein sequence of the target gene is MSGPLEGADGGGDPRPGEPFCPGGVPSPGAPQHRPCPGPSLADDTDANSNGSSGNESNGPESRGASQRSSHSSSSGNGKDSALLETTESSKSTNSQSPSPPSSSIAYSLLSASSEQDNPSTSGCSSEQSARARTQKELMTALRELKLRLPPERRGKGRSGTLATLQYALACVKQVQANQEYYQQWSLEEGEPCAMDMSTYTLEELEHITSEYTLRNQDTFSVAVSFLTGRIVYISEQAGVLLRCKRDVFRGARFSELLAPQDVGVFYGSTTPSRLPTWGTGTSAGSGLKDFTQEKSVFCR.... Result: 0 (no interaction). (7) The miRNA is hsa-miR-5187-3p with sequence ACUGAAUCCUCUUUUCCUCAG. The protein sequence of the target gene is MMYAPVEFSQTAYPRIEYQRRQQQFWDPIRLALFTLAIVAIVGITIGIVTHFVVEDDKSFYYLASFQVTSIKYRENYGIRSSREFIERSHQIERMMSRIFRRSSGVGRFIKSHVIKISPDEQGVNILIVLMFRYPSTDSAERIKKRIERTFYQSLKIKQLPLTISMPSFSLTPIDSKKMRNLLNSRCGIRMSSSNIPLPASSSTERIVQGRETAMEGEWPWQASLQLIGAGHQCGATLISNTWLLTAAHCFWKNRDPTKWIVTFGTTITPPLVKRSVGKIIIHEEYHRDTNENDIALAQL.... Result: 0 (no interaction). (8) The miRNA is mmu-miR-6996-5p with sequence UGCACAGGACAGAGCACAGUC. The protein sequence of the target gene is MSESGSKSSQPLASKQEKDGTEKRGRGRPRKQPPVSPGTALVGSQKEPSEVPTPKRPRGRPKGSKNKGAAKTRKVTTAPGRKPRGRPKKLEKEEEEGISQESSEEEQ. Result: 0 (no interaction). (9) The miRNA is hsa-miR-1185-5p with sequence AGAGGAUACCCUUUGUAUGUU. The protein sequence of the target gene is MIATPLKHSRIYLPPEASSQRRNLPMDAIFFDSIPSGTLTPVKDLVKYQNSSLKLNDHKKNQFLKMTTFNNKNIFQSTMLTEATTSNSSLDISAIKPNKDGLKNKANYESPGKIFLRMKEKVLRDKQEQPSRNSSLLEPQKSGNNETFTPNRVEKKKLQHTYLCEEKENNKSFQSDDSSLRASVQGVPLESSNNDIFLPVKQKIQCQQEKKAPLHNLTYELPTLNQEQENFLAVEARNKTLTRAQLAKQIFHSKESIVATTKSKKDTFVLESVDSADEQFQNTNAETLSTNCIPIKNGSL.... Result: 1 (interaction). (10) The miRNA is rno-miR-17-5p with sequence CAAAGUGCUUACAGUGCAGGUAG. The protein sequence of the target gene is MIYGRSLFHIIASLIILHSSGATKKGTEKQITPETQKSVQCGTWTKHAEGGVFTSPNYPSKYPPDRECVYIIEAAPRQCIELYFDEKYSIEPSWECKFDHIEVRDGPFGFSPIIGRFCGQQNPPVIKSSGRFLWIKFFADGELESMGFSARYNFTPDPDFKDLGVLKPLPACEFEMGGPEGIVESIQILKEGKASASEAVDCKWYIRAPPRSKIYLRFLDYEMQNSNECKRNFVAVYDGSSSVEDLKAKFCSTVANDVMLRTGLGVIRMWADEGSRNSRFQMLFTSFQEPPCEGNTFFCH.... Result: 0 (no interaction).